Dataset: Catalyst prediction with 721,799 reactions and 888 catalyst types from USPTO. Task: Predict which catalyst facilitates the given reaction. (1) Product: [CH2:14]([O:5][C:4](=[O:6])[C:3]1[C:2]([OH:1])=[CH:10][CH:9]=[CH:8][C:7]=1[OH:11])[C:15]1[CH:20]=[CH:19][CH:18]=[CH:17][CH:16]=1. The catalyst class is: 8. Reactant: [OH:1][C:2]1[CH:10]=[CH:9][CH:8]=[C:7]([OH:11])[C:3]=1[C:4]([OH:6])=[O:5].[OH-].[Na+].[CH2:14](Br)[C:15]1[CH:20]=[CH:19][CH:18]=[CH:17][CH:16]=1.O. (2) Reactant: N([O-])=O.[Na+].C(O)(=O)C.N[C:10]1[CH:19]=[C:18]2[C:13]([CH:14]=[CH:15][C:16]([N+:20]([O-:22])=[O:21])=[CH:17]2)=[CH:12][CH:11]=1.[BrH:23]. Product: [Br:23][C:10]1[CH:11]=[CH:12][C:13]2[C:18](=[CH:17][C:16]([N+:20]([O-:22])=[O:21])=[CH:15][CH:14]=2)[CH:19]=1. The catalyst class is: 65. (3) Reactant: [Cl:1][C:2]1[N:3]=[C:4]([CH3:24])[N:5]([C:17]2[CH:22]=[CH:21][C:20]([CH3:23])=[CH:19][CH:18]=2)[C:6]=1[C:7]1[C:12]([F:13])=[CH:11][C:10]([O:14]C)=[CH:9][C:8]=1[F:16].BrB(Br)Br.Cl.C(=O)([O-])[O-].[Na+].[Na+]. Product: [Cl:1][C:2]1[N:3]=[C:4]([CH3:24])[N:5]([C:17]2[CH:22]=[CH:21][C:20]([CH3:23])=[CH:19][CH:18]=2)[C:6]=1[C:7]1[C:12]([F:13])=[CH:11][C:10]([OH:14])=[CH:9][C:8]=1[F:16]. The catalyst class is: 4. (4) Reactant: [C:1]([C:4]1[N:9]=[C:8]([C:10]#[N:11])[C:7]([N:12]2[CH2:16][CH2:15][C@H:14]([OH:17])[CH2:13]2)=[CH:6][CH:5]=1)(=[O:3])[CH3:2].CO[CH:20](OC)[N:21]([CH3:23])[CH3:22]. Product: [CH3:20][N:21]([CH3:23])/[CH:22]=[CH:2]/[C:1]([C:4]1[N:9]=[C:8]([C:10]#[N:11])[C:7]([N:12]2[CH2:16][CH2:15][C@H:14]([OH:17])[CH2:13]2)=[CH:6][CH:5]=1)=[O:3]. The catalyst class is: 11. (5) Reactant: C(OC([N:8]1[CH2:15][CH:14]2[O:16][CH:10]([CH2:11][N:12]([CH2:17][CH2:18][N:19]([CH2:23][CH2:24][O:25][C:26]3[CH:31]=[CH:30][C:29]([C:32]#[N:33])=[CH:28][CH:27]=3)[C:20]([NH2:22])=[O:21])[CH2:13]2)[CH2:9]1)=O)(C)(C)C.Cl. Product: [C:32]([C:29]1[CH:28]=[CH:27][C:26]([O:25][CH2:24][CH2:23][N:19]([CH2:18][CH2:17][N:12]2[CH2:11][CH:10]3[O:16][CH:14]([CH2:15][NH:8][CH2:9]3)[CH2:13]2)[C:20]([NH2:22])=[O:21])=[CH:31][CH:30]=1)#[N:33]. The catalyst class is: 12. (6) Product: [CH:1]1[C:11]2[CH:10]=[CH:9][C:8]3[CH:12]=[CH:13][CH:14]=[CH:15][C:7]=3[NH:6][C:5]=2[CH:4]=[CH:3][C:2]=1[OH:16]. The catalyst class is: 146. Reactant: [CH:1]1[C:2](=[O:16])[CH:3]=[CH:4][C:5]2=[N:6][C:7]3[CH:15]=[CH:14][CH:13]=[CH:12][C:8]=3[CH:9]=[CH:10][C:11]=12.[O-]S(S([O-])=O)=O.[Na+].[Na+]. (7) Reactant: [CH3:1][O:2][CH2:3][C:4]1[CH:9]=[C:8]([C:10]2[O:14][N:13]=[C:12]([C:15]3[CH:16]=[C:17]([CH:23]=[CH:24][CH:25]=3)[CH2:18][NH:19][CH:20]([CH3:22])[CH3:21])[N:11]=2)[CH:7]=[CH:6][C:5]=1[C:26]1[CH:31]=[CH:30][CH:29]=[CH:28][C:27]=1[CH3:32].C([O-])([O-])=O.[K+].[K+].Br[CH2:40][C:41]([O:43][C:44]([CH3:47])([CH3:46])[CH3:45])=[O:42]. Product: [CH:20]([N:19]([CH2:18][C:17]1[CH:23]=[CH:24][CH:25]=[C:15]([C:12]2[N:11]=[C:10]([C:8]3[CH:7]=[CH:6][C:5]([C:26]4[CH:31]=[CH:30][CH:29]=[CH:28][C:27]=4[CH3:32])=[C:4]([CH2:3][O:2][CH3:1])[CH:9]=3)[O:14][N:13]=2)[CH:16]=1)[CH2:40][C:41]([O:43][C:44]([CH3:47])([CH3:46])[CH3:45])=[O:42])([CH3:22])[CH3:21]. The catalyst class is: 290.